Predict the product of the given reaction. From a dataset of Forward reaction prediction with 1.9M reactions from USPTO patents (1976-2016). (1) Given the reactants [CH3:1][C:2]1[CH:3]=[C:4]([OH:9])[CH:5]=[C:6]([CH3:8])[CH:7]=1.Cl[C:11]1[N:16]=[C:15]([NH:17][CH3:18])[C:14]([N+:19]([O-:21])=[O:20])=[CH:13][CH:12]=1.[H-].[Na+], predict the reaction product. The product is: [CH3:1][C:2]1[CH:3]=[C:4]([CH:5]=[C:6]([CH3:8])[CH:7]=1)[O:9][C:11]1[N:16]=[C:15]([NH:17][CH3:18])[C:14]([N+:19]([O-:21])=[O:20])=[CH:13][CH:12]=1. (2) Given the reactants [F:1][C:2]1[CH:3]=[C:4]2[C:9](=[CH:10][CH:11]=1)[N:8]=[C:7]([NH:12][C:13](=[O:17])OCC)[C:6]([O:18][CH3:19])=[N:5]2.[F:20][C:21]1[CH:26]=[CH:25][CH:24]=[CH:23][C:22]=1[N:27]1[CH2:32][CH2:31][NH:30][CH2:29][CH2:28]1, predict the reaction product. The product is: [F:1][C:2]1[CH:3]=[C:4]2[C:9](=[CH:10][CH:11]=1)[N:8]=[C:7]([NH:12][C:13]([N:30]1[CH2:29][CH2:28][N:27]([C:22]3[CH:23]=[CH:24][CH:25]=[CH:26][C:21]=3[F:20])[CH2:32][CH2:31]1)=[O:17])[C:6]([O:18][CH3:19])=[N:5]2. (3) Given the reactants [CH3:1][C@@:2]12[C:10](=[O:11])[CH2:9][CH2:8][C@H:7]1[C@@H:6]1[CH2:12][CH:13]=[C:14]3[CH2:19][C@@H:18]([OH:20])[CH2:17][CH2:16][C@:15]3([CH3:21])[C@H:5]1[CH2:4][CH2:3]2.[C:22](OC(=O)C)(=[O:24])[CH3:23].C(N(CC)CC)C, predict the reaction product. The product is: [CH3:23][C:22]([O:20][C@@H:18]1[CH2:19][C:14]2[C@@:15]([CH3:21])([C@@H:5]3[C@@H:6]([CH2:12][CH:13]=2)[C@@H:7]2[CH2:8][CH2:9][C:10](=[O:11])[C@@:2]2([CH3:1])[CH2:3][CH2:4]3)[CH2:16][CH2:17]1)=[O:24]. (4) The product is: [CH:1]1([C:6]2[CH:31]=[CH:30][C:9]([CH2:10][O:11][C:12]3[CH:20]=[CH:19][C:18]4[NH:17][C:16]5[CH:21]([CH2:24][C:25]([OH:27])=[O:26])[CH2:22][CH2:23][C:15]=5[C:14]=4[CH:13]=3)=[CH:8][C:7]=2[C:32]([F:35])([F:33])[F:34])[CH2:5][CH2:4][CH2:3][CH2:2]1. Given the reactants [CH:1]1([C:6]2[CH:31]=[CH:30][C:9]([CH2:10][O:11][C:12]3[CH:20]=[CH:19][C:18]4[NH:17][C:16]5[CH:21]([CH2:24][C:25]([O:27]CC)=[O:26])[CH2:22][CH2:23][C:15]=5[C:14]=4[CH:13]=3)=[CH:8][C:7]=2[C:32]([F:35])([F:34])[F:33])[CH2:5][CH2:4][CH2:3][CH2:2]1.O[Li].O.Cl, predict the reaction product. (5) Given the reactants I[C:2]1[CH:7]=[C:6]([C:8]([F:11])([F:10])[F:9])[CH:5]=[CH:4][C:3]=1[C:12]1[N:17]=[CH:16][N:15]=[C:14]([NH:18][C:19]2[CH:27]=[CH:26][CH:25]=[C:24]3[C:20]=2[CH2:21][CH:22]([OH:28])[CH2:23]3)[CH:13]=1.[F:29][C:30]1[CH:31]=[C:32](B(O)O)[CH:33]=[C:34]([F:37])[C:35]=1[F:36].C(=O)([O-])[O-].[Na+].[Na+], predict the reaction product. The product is: [F:29][C:30]1[CH:31]=[C:32]([C:2]2[CH:7]=[C:6]([C:8]([F:11])([F:10])[F:9])[CH:5]=[CH:4][C:3]=2[C:12]2[N:17]=[CH:16][N:15]=[C:14]([NH:18][C:19]3[CH:27]=[CH:26][CH:25]=[C:24]4[C:20]=3[CH2:21][CH:22]([OH:28])[CH2:23]4)[CH:13]=2)[CH:33]=[C:34]([F:37])[C:35]=1[F:36]. (6) The product is: [O:20]=[C:16]1[CH2:17][CH2:18][CH2:19][N:15]1[C:6]1[CH:5]=[C:4]([CH:9]=[C:8]([N:10]2[CH2:11][CH2:12][CH2:13][CH2:14]2)[CH:7]=1)[C:3]([OH:21])=[O:2]. Given the reactants C[O:2][C:3](=[O:21])[C:4]1[CH:9]=[C:8]([N:10]2[CH2:14][CH2:13][CH2:12][CH2:11]2)[CH:7]=[C:6]([N:15]2[CH2:19][CH2:18][CH2:17][C:16]2=[O:20])[CH:5]=1.[OH-].[Na+], predict the reaction product. (7) Given the reactants [CH3:1][O:2][C:3]([CH:5]1[CH2:10][CH2:9][CH:8]([CH2:11][N:12]2[C:16]3[CH:17]=[C:18]([F:22])[C:19]([F:21])=[CH:20][C:15]=3[N:14]=[C:13]2[C:23]2[CH:28]=[CH:27][C:26]([Cl:29])=[CH:25][C:24]=2[OH:30])[CH2:7][CH2:6]1)=[O:4].Br[CH2:32][CH:33]1[CH2:37][CH2:36][CH2:35][CH2:34]1, predict the reaction product. The product is: [CH3:1][O:2][C:3]([CH:5]1[CH2:10][CH2:9][CH:8]([CH2:11][N:12]2[C:16]3[CH:17]=[C:18]([F:22])[C:19]([F:21])=[CH:20][C:15]=3[N:14]=[C:13]2[C:23]2[CH:28]=[CH:27][C:26]([Cl:29])=[CH:25][C:24]=2[O:30][CH2:32][CH:33]2[CH2:37][CH2:36][CH2:35][CH2:34]2)[CH2:7][CH2:6]1)=[O:4].